Dataset: Forward reaction prediction with 1.9M reactions from USPTO patents (1976-2016). Task: Predict the product of the given reaction. (1) Given the reactants Br[C:2]1[CH:3]=[N:4][CH:5]=[C:6]2[C:11]=1[N:10]=[C:9]([C:12]([NH:14][CH2:15][CH2:16][S:17]([CH3:20])(=[O:19])=[O:18])=[O:13])[CH:8]=[CH:7]2.[F:21][C:22]1[CH:27]=[CH:26][C:25](B(O)O)=[CH:24][CH:23]=1.C(=O)([O-])[O-].[Cs+].[Cs+], predict the reaction product. The product is: [F:21][C:22]1[CH:27]=[CH:26][C:25]([C:2]2[CH:3]=[N:4][CH:5]=[C:6]3[C:11]=2[N:10]=[C:9]([C:12]([NH:14][CH2:15][CH2:16][S:17]([CH3:20])(=[O:19])=[O:18])=[O:13])[CH:8]=[CH:7]3)=[CH:24][CH:23]=1. (2) The product is: [O:51]1[C:27]2[CH:26]=[C:31]([CH2:32][NH:1][CH:2]3[CH2:3][CH2:4][N:5]([C:8]([O:10][CH2:11][C:12]4[CH:17]=[CH:16][CH:15]=[CH:14][CH:13]=4)=[O:9])[CH2:6][CH2:7]3)[N:30]=[CH:29][C:28]=2[O:48][CH2:46][CH2:47]1. Given the reactants [NH2:1][CH:2]1[CH2:7][CH2:6][N:5]([C:8]([O:10][CH2:11][C:12]2[CH:17]=[CH:16][CH:15]=[CH:14][CH:13]=2)=[O:9])[CH2:4][CH2:3]1.C(OC(C1C=N[C:26]2[C:31]([C:32]=1Br)=[N:30][C:29](OC)=[CH:28][CH:27]=2)=O)C.C(O[BH-](O[C:46](=[O:48])[CH3:47])OC(=O)C)(=O)C.[Na+].C[OH:51], predict the reaction product. (3) Given the reactants [CH3:1][C:2]1([CH3:31])[CH2:7][N:6]([CH2:8][C:9]2[N:13]([C:14]3[CH:19]=[CH:18][CH:17]=[C:16]([C:20]([F:23])([F:22])[F:21])[CH:15]=3)[N:12]=[N:11][N:10]=2)[CH2:5][CH2:4][N:3]1C(OC(C)(C)C)=O.Cl.O1CCOCC1, predict the reaction product. The product is: [CH3:1][C:2]1([CH3:31])[NH:3][CH2:4][CH2:5][N:6]([CH2:8][C:9]2[N:13]([C:14]3[CH:19]=[CH:18][CH:17]=[C:16]([C:20]([F:23])([F:21])[F:22])[CH:15]=3)[N:12]=[N:11][N:10]=2)[CH2:7]1. (4) Given the reactants Br[C:2]1[O:10][C:9]2[CH:8]=[CH:7][N:6]([C:11]3[CH:23]=[CH:22][C:14]([O:15][CH2:16][C:17]4([C:20]#[N:21])[CH2:19][CH2:18]4)=[C:13]([O:24][CH3:25])[CH:12]=3)[C:5](=[O:26])[C:4]=2[CH:3]=1.[F:27][C:28]1[CH:29]=[CH:30][C:31]([B-]23OCC(C)(CO2)CO3)=[N:32][CH:33]=1.[Li+], predict the reaction product. The product is: [F:27][C:28]1[CH:29]=[CH:30][C:31]([C:2]2[O:10][C:9]3[CH:8]=[CH:7][N:6]([C:11]4[CH:23]=[CH:22][C:14]([O:15][CH2:16][C:17]5([C:20]#[N:21])[CH2:18][CH2:19]5)=[C:13]([O:24][CH3:25])[CH:12]=4)[C:5](=[O:26])[C:4]=3[CH:3]=2)=[N:32][CH:33]=1. (5) Given the reactants [Cl:1][C:2]1[CH:37]=[CH:36][C:5]([CH2:6]/[C:7](/[C:27]2[CH:28]=[C:29]([CH:33]=[CH:34][CH:35]=2)[C:30]([NH2:32])=[O:31])=[C:8](/[NH:10][C:11](=[O:26])[C:12]([CH3:25])([O:14][C:15]2[CH:20]=[CH:19][C:18]([C:21]([F:24])([F:23])[F:22])=[CH:17][N:16]=2)[CH3:13])\[CH3:9])=[CH:4][CH:3]=1.FC(F)(F)CO.CC(OO)=O, predict the reaction product. The product is: [Cl:1][C:2]1[CH:3]=[CH:4][C:5]([CH2:6][C@@H:7]([C:27]2[CH:28]=[C:29]([CH:33]=[CH:34][CH:35]=2)[C:30]([NH2:32])=[O:31])[C@@H:8]([NH:10][C:11](=[O:26])[C:12]([CH3:13])([O:14][C:15]2[CH:20]=[CH:19][C:18]([C:21]([F:24])([F:23])[F:22])=[CH:17][N:16]=2)[CH3:25])[CH3:9])=[CH:36][CH:37]=1. (6) Given the reactants [CH3:1][N:2]1[CH:6]=[C:5]([C:7]([OH:9])=O)[N:4]=[N:3]1.CN(C)C=O.C(Cl)(=O)C(Cl)=O.[NH2:21][C:22]1[CH:23]=[C:24]([CH:41]=[CH:42][CH:43]=1)[O:25][C:26]1[CH:27]=[CH:28][C:29]2[N:30]([CH:32]=[C:33]([NH:35][C:36]([CH:38]3[CH2:40][CH2:39]3)=[O:37])[N:34]=2)[N:31]=1, predict the reaction product. The product is: [CH:38]1([C:36]([NH:35][C:33]2[N:34]=[C:29]3[CH:28]=[CH:27][C:26]([O:25][C:24]4[CH:23]=[C:22]([NH:21][C:7]([C:5]5[N:4]=[N:3][N:2]([CH3:1])[CH:6]=5)=[O:9])[CH:43]=[CH:42][CH:41]=4)=[N:31][N:30]3[CH:32]=2)=[O:37])[CH2:39][CH2:40]1.